This data is from Full USPTO retrosynthesis dataset with 1.9M reactions from patents (1976-2016). The task is: Predict the reactants needed to synthesize the given product. (1) Given the product [Br:29][C:30]1[CH:31]=[N:32][CH:33]=[C:34]([F:36])[C:35]=1[CH3:2], predict the reactants needed to synthesize it. The reactants are: [Li+].[CH3:2]C([N-]C(C)C)C.CCCCCCC.C1COCC1.C(C1C=CC=CC=1)C.[Br:29][C:30]1[CH:31]=[N:32][CH:33]=[C:34]([F:36])[CH:35]=1.IC. (2) Given the product [Cl:30][C:14]1[CH:13]=[C:12]([CH:7]([CH2:8][CH:9]([CH3:11])[CH3:10])[C:6]([OH:31])=[O:5])[CH:17]=[C:16]([O:18][CH2:19][CH:20]2[CH2:22][CH2:21]2)[C:15]=1[C:23]1[CH:24]=[CH:25][C:26]([Cl:29])=[CH:27][CH:28]=1, predict the reactants needed to synthesize it. The reactants are: C1(C[O:5][C:6](=[O:31])[CH:7]([C:12]2[CH:17]=[C:16]([O:18][CH2:19][CH:20]3[CH2:22][CH2:21]3)[C:15]([C:23]3[CH:28]=[CH:27][C:26]([Cl:29])=[CH:25][CH:24]=3)=[C:14]([Cl:30])[CH:13]=2)[CH2:8][CH:9]([CH3:11])[CH3:10])CC1.[OH-].[K+]. (3) Given the product [CH:17]([O:20][C:21](=[O:25])[C@@H:22]([NH:23][P:11]([O:1][C:2]1[CH:3]=[C:4]2[C:8](=[CH:9][CH:10]=1)[NH:7][CH:6]=[CH:5]2)([O:46][CH2:45][C@@H:42]1[C@@H:43]([OH:44])[C@:39]([F:38])([CH3:55])[C@H:40]([N:47]2[CH:54]=[CH:53][C:51](=[O:52])[NH:50][C:48]2=[O:49])[O:41]1)=[O:12])[CH3:24])([CH3:19])[CH3:18], predict the reactants needed to synthesize it. The reactants are: [OH:1][C:2]1[CH:3]=[C:4]2[C:8](=[CH:9][CH:10]=1)[NH:7][CH:6]=[CH:5]2.[P:11](Cl)(Cl)(Cl)=[O:12].Cl.[CH:17]([O:20][C:21](=[O:25])[C@H:22]([CH3:24])[NH2:23])([CH3:19])[CH3:18].FC1C(O)=C(F)C(F)=C(F)C=1F.[F:38][C@:39]1([CH3:55])[C@H:43]([OH:44])[C@@H:42]([CH2:45][OH:46])[O:41][C@H:40]1[N:47]1[CH:54]=[CH:53][C:51](=[O:52])[NH:50][C:48]1=[O:49]. (4) Given the product [F:18][C:16]1[CH:17]=[C:12]([C:11]([NH:10][CH:8]([C:5]2[CH:6]=[CH:7][C:2]([C:70]([O:67][CH3:66])=[O:71])=[CH:3][CH:4]=2)[CH3:9])=[O:27])[C:13]([O:19][C:20]2[CH:25]=[CH:24][C:23]([F:26])=[CH:22][CH:21]=2)=[N:14][CH:15]=1, predict the reactants needed to synthesize it. The reactants are: Br[C:2]1[CH:7]=[CH:6][C:5]([CH:8]([NH:10][C:11](=[O:27])[C:12]2[CH:17]=[C:16]([F:18])[CH:15]=[N:14][C:13]=2[O:19][C:20]2[CH:25]=[CH:24][C:23]([F:26])=[CH:22][CH:21]=2)[CH3:9])=[CH:4][CH:3]=1.C1(P(C2C=CC=CC=2)CCCP(C2C=CC=CC=2)C2C=CC=CC=2)C=CC=CC=1.C(N(CC)CC)C.CN(C)[CH:66]=[O:67].C[CH2:70][O:71]CC. (5) Given the product [C:22]([C:19]1[CH:20]=[CH:21][C:16]([O:15][CH2:14][CH2:13][CH2:12][CH2:11][O:10][C:7]2[CH:8]=[CH:9][C:4]([C:3]([OH:27])=[O:2])=[CH:5][CH:6]=2)=[C:17]([Cl:26])[C:18]=1[Cl:25])(=[O:24])[CH3:23], predict the reactants needed to synthesize it. The reactants are: C[O:2][C:3](=[O:27])[C:4]1[CH:9]=[CH:8][C:7]([O:10][CH2:11][CH2:12][CH2:13][CH2:14][O:15][C:16]2[CH:21]=[CH:20][C:19]([C:22](=[O:24])[CH3:23])=[C:18]([Cl:25])[C:17]=2[Cl:26])=[CH:6][CH:5]=1.Cl. (6) Given the product [CH3:1][C:2]1([CH3:18])[O:3][CH2:4][C:5]([C:11]2[CH:16]=[CH:15][CH:14]=[C:13]([CH3:17])[CH:12]=2)([NH2:8])[CH2:6][O:7]1, predict the reactants needed to synthesize it. The reactants are: [CH3:1][C:2]1([CH3:18])[O:7][CH2:6][C:5]([C:11]2[CH:16]=[CH:15][CH:14]=[C:13]([CH3:17])[CH:12]=2)([N+:8]([O-])=O)[CH2:4][O:3]1.O.